This data is from Forward reaction prediction with 1.9M reactions from USPTO patents (1976-2016). The task is: Predict the product of the given reaction. (1) Given the reactants [Br:1][C:2]1[CH:7]=[N:6][CH:5]=[C:4]2[S:8][C:9]([C:11]([O:13][CH3:14])=[O:12])=[CH:10][C:3]=12.ClC1C=C(C=CC=1)C(OO)=[O:20], predict the reaction product. The product is: [Br:1][C:2]1[CH:7]=[N+:6]([O-:20])[CH:5]=[C:4]2[S:8][C:9]([C:11]([O:13][CH3:14])=[O:12])=[CH:10][C:3]=12. (2) Given the reactants C([O:8][C@@H:9]1[C@@H:14]([O:15]CC2C=CC=CC=2)[C@H:13]([O:23]CC2C=CC=CC=2)[C@@H:12]([CH2:31][O:32]CC2C=CC=CC=2)[O:11][C@:10]21[C:48]1[C:43](=[CH:44][CH:45]=[C:46]([CH2:49][C:50]3[CH:55]=[CH:54][C:53]([CH2:56][CH3:57])=[CH:52][CH:51]=3)[CH:47]=1)[O:42][CH2:41][CH2:40]2)C1C=CC=CC=1, predict the reaction product. The product is: [CH2:56]([C:53]1[CH:52]=[CH:51][C:50]([CH2:49][C:46]2[CH:47]=[C:48]3[C@:10]4([C@H:9]([OH:8])[C@@H:14]([OH:15])[C@H:13]([OH:23])[C@@H:12]([CH2:31][OH:32])[O:11]4)[CH2:40][CH2:41][O:42][C:43]3=[CH:44][CH:45]=2)=[CH:55][CH:54]=1)[CH3:57]. (3) The product is: [CH:1]1([N:7]2[C:12]([OH:13])=[C:11]([C:14]([NH:16][CH2:17][C:18]([OH:20])=[O:19])=[O:15])[C:10](=[O:23])[N:9]([CH2:35][C:34]3[CH:37]=[CH:38][C:39]([Cl:40])=[C:32]([Cl:31])[CH:33]=3)[C:8]2=[O:24])[CH2:2][CH2:3][CH2:4][CH2:5][CH2:6]1. Given the reactants [CH:1]1([N:7]2[C:12]([OH:13])=[C:11]([C:14]([NH:16][CH2:17][C:18]([O:20]CC)=[O:19])=[O:15])[C:10](=[O:23])[NH:9][C:8]2=[O:24])[CH2:6][CH2:5][CH2:4][CH2:3][CH2:2]1.C(=O)([O-])[O-].[K+].[K+].[Cl:31][C:32]1[CH:33]=[C:34]([CH:37]=[CH:38][C:39]=1[Cl:40])[CH2:35]Br.Cl, predict the reaction product. (4) Given the reactants [CH3:1][C:2]1([CH3:17])[CH2:11][CH2:10][C:9](=[O:12])[C:8]2[CH:7]=[C:6]([C:13]([O:15]C)=[O:14])[CH:5]=[CH:4][C:3]1=2.[OH-].[Na+].Cl, predict the reaction product. The product is: [CH3:1][C:2]1([CH3:17])[CH2:11][CH2:10][C:9](=[O:12])[C:8]2[CH:7]=[C:6]([C:13]([OH:15])=[O:14])[CH:5]=[CH:4][C:3]1=2. (5) Given the reactants N1C=CN=C1.[CH2:6]([O:13][C:14]1[CH:19]=[CH:18][C:17]([OH:20])=[CH:16][CH:15]=1)[C:7]1[CH:12]=CC=CC=1.[C:21]([Si:25]([C:33]1[CH:38]=[CH:37][CH:36]=[CH:35][CH:34]=1)([C:27]1[CH:32]=[CH:31][CH:30]=[CH:29][CH:28]=1)Cl)([CH3:24])([CH3:23])[CH3:22].[OH2:39], predict the reaction product. The product is: [C:21]([Si:25]([O:20][C:17]1[CH:16]=[CH:15][C:14]([O:13][CH2:6][CH:7]2[CH2:12][O:39]2)=[CH:19][CH:18]=1)([C:33]1[CH:38]=[CH:37][CH:36]=[CH:35][CH:34]=1)[C:27]1[CH:32]=[CH:31][CH:30]=[CH:29][CH:28]=1)([CH3:24])([CH3:23])[CH3:22]. (6) Given the reactants [CH:1]1[C:14]2[C:5](=[CH:6][C:7]3[C:12]([C:13]=2[C:15]2[C:20]4=[CH:21][CH:22]=[C:23]5[C:32]([CH:31]=[C:30]6[C:25]([CH:26]=[CH:27][CH:28]=[CH:29]6)=[CH:24]5)=[C:19]4[CH:18]=[CH:17][CH:16]=2)=[CH:11][CH:10]=[CH:9][CH:8]=3)[CH:4]=[CH:3][CH:2]=1.C1C(=O)N([Br:40])C(=O)C1.O, predict the reaction product. The product is: [Br:40][C:6]1[C:5]2[C:14](=[CH:1][CH:2]=[CH:3][CH:4]=2)[C:13]([C:15]2[C:20]3=[CH:21][CH:22]=[C:23]4[C:32]([CH:31]=[C:30]5[C:25]([CH:26]=[CH:27][CH:28]=[CH:29]5)=[CH:24]4)=[C:19]3[CH:18]=[CH:17][CH:16]=2)=[C:12]2[C:7]=1[CH:8]=[CH:9][CH:10]=[CH:11]2. (7) Given the reactants [Cl:1][C:2]1[CH:7]=[C:6]([Cl:8])[CH:5]=[CH:4][C:3]=1[S:9][C:10]1[CH:20]=[CH:19][CH:18]=[CH:17][C:11]=1/[CH:12]=[CH:13]/[C:14]([OH:16])=O.C(Cl)(C(Cl)=O)=O.[NH2:27][CH2:28][CH2:29][CH2:30][CH2:31][CH2:32][CH2:33][OH:34].CCN(C(C)C)C(C)C.Cl, predict the reaction product. The product is: [Cl:1][C:2]1[CH:7]=[C:6]([Cl:8])[CH:5]=[CH:4][C:3]=1[S:9][C:10]1[CH:20]=[CH:19][CH:18]=[CH:17][C:11]=1/[CH:12]=[CH:13]/[C:14]([NH:27][CH2:28][CH2:29][CH2:30][CH2:31][CH2:32][CH2:33][OH:34])=[O:16].